From a dataset of Full USPTO retrosynthesis dataset with 1.9M reactions from patents (1976-2016). Predict the reactants needed to synthesize the given product. (1) Given the product [Cl:1][C:2]1[CH:10]=[C:9]([SH:11])[CH:8]=[CH:7][C:3]=1[C:4]([O:6][CH3:13])=[O:5], predict the reactants needed to synthesize it. The reactants are: [Cl:1][C:2]1[CH:10]=[C:9]([SH:11])[CH:8]=[CH:7][C:3]=1[C:4]([OH:6])=[O:5].O.[C:13](=O)([O-])O.[Na+]. (2) The reactants are: C(N(CC)CC)C.[C:8]([C:12]1[CH:16]=[C:15]([NH:17][C:18](=O)[O:19]C2C=CC([N+]([O-])=O)=CC=2)[N:14]([C:30]2[CH:35]=[CH:34][C:33]([F:36])=[CH:32][C:31]=2[F:37])[N:13]=1)([CH3:11])([CH3:10])[CH3:9].[CH2:38]([N:45]1[C:50]([CH3:51])=[CH:49][C:48]([O:52][CH2:53][C:54]2[CH:80]=[CH:79][CH:78]=[CH:77][C:55]=2[CH2:56][NH:57]C(NC2N(C3C=CC=C(F)C=3)N=C(C(C)(C)C)C=2)=O)=[C:47]([Br:81])[C:46]1=[O:82])[C:39]1[CH:44]=[CH:43][CH:42]=[CH:41][CH:40]=1. Given the product [CH2:38]([N:45]1[C:50]([CH3:51])=[CH:49][C:48]([O:52][CH2:53][C:54]2[CH:80]=[CH:79][CH:78]=[CH:77][C:55]=2[CH2:56][NH:57][C:18]([NH:17][C:15]2[N:14]([C:30]3[CH:35]=[CH:34][C:33]([F:36])=[CH:32][C:31]=3[F:37])[N:13]=[C:12]([C:8]([CH3:10])([CH3:9])[CH3:11])[CH:16]=2)=[O:19])=[C:47]([Br:81])[C:46]1=[O:82])[C:39]1[CH:44]=[CH:43][CH:42]=[CH:41][CH:40]=1, predict the reactants needed to synthesize it. (3) Given the product [Cl:27][C:24]1[CH:25]=[CH:26][C:21]([N:20]2[C:18](=[O:19])[C:17]3[C:16](=[CH:31][CH:30]=[CH:29][CH:28]=3)[N:15]=[C:9]2[C:8]2[CH:11]=[C:12]([CH3:13])[C:5]([O:4][CH2:3][CH2:2][OH:1])=[C:6]([CH3:14])[CH:7]=2)=[CH:22][CH:23]=1, predict the reactants needed to synthesize it. The reactants are: [OH:1][CH2:2][CH2:3][O:4][C:5]1[C:12]([CH3:13])=[CH:11][C:8]([CH:9]=O)=[CH:7][C:6]=1[CH3:14].[NH2:15][C:16]1[CH:31]=[CH:30][CH:29]=[CH:28][C:17]=1[C:18]([NH:20][C:21]1[CH:26]=[CH:25][C:24]([Cl:27])=[CH:23][CH:22]=1)=[O:19].S([O-])(O)=O.[Na+].C1(C)C=CC(S(O)(=O)=O)=CC=1.